Dataset: Reaction yield outcomes from USPTO patents with 853,638 reactions. Task: Predict the reaction yield, written as a fraction of the theoretical maximum amount of product (1.0 means a 100% yield; for example, 0.34 means a 34% yield). (1) The reactants are C(NC(C)C)(C)C.[Li]CCCC.[NH2:13][C:14]1[C:26]([Br:27])=[CH:25][C:17]2[C:18]([C:21]([NH:23][CH3:24])=[O:22])=[CH:19][O:20][C:16]=2[CH:15]=1.C([N-]C(C)C)(C)C.[Li+].CON(C)[C:39](=[O:41])[CH3:40]. The catalyst is C1COCC1. The product is [C:39]([C:19]1[O:20][C:16]2[CH:15]=[C:14]([NH2:13])[C:26]([Br:27])=[CH:25][C:17]=2[C:18]=1[C:21]([NH:23][CH3:24])=[O:22])(=[O:41])[CH3:40]. The yield is 0.300. (2) The reactants are C([O:3][C:4](=[O:36])[C:5]([CH3:35])([O:7][C:8]1[CH:13]=[CH:12][C:11]([O:14][CH:15]([C:18]2[S:22][C:21]([C:23]3[CH:28]=[CH:27][C:26]([C:29]([F:32])([F:31])[F:30])=[CH:25][CH:24]=3)=[N:20][C:19]=2[CH3:33])[CH2:16][CH3:17])=[CH:10][C:9]=1[CH3:34])[CH3:6])C.[OH-].[Na+].Cl. The catalyst is C1COCC1.C(O)C. The product is [CH3:6][C:5]([O:7][C:8]1[CH:13]=[CH:12][C:11]([O:14][CH:15]([C:18]2[S:22][C:21]([C:23]3[CH:24]=[CH:25][C:26]([C:29]([F:31])([F:30])[F:32])=[CH:27][CH:28]=3)=[N:20][C:19]=2[CH3:33])[CH2:16][CH3:17])=[CH:10][C:9]=1[CH3:34])([CH3:35])[C:4]([OH:36])=[O:3]. The yield is 0.640. (3) The reactants are Br[C:2]1[CH:19]=[CH:18][C:5]([CH2:6][N:7]2[C:11]3[CH:12]=[CH:13][CH:14]=[CH:15][C:10]=3[N:9]([CH3:16])[C:8]2=[NH:17])=[CH:4][CH:3]=1.C1C=CC(P(C2C(C3C(P(C4C=CC=CC=4)C4C=CC=CC=4)=CC=C4C=3C=CC=C4)=C3C(C=CC=C3)=CC=2)C2C=CC=CC=2)=CC=1.[C:66]1([C:79]2[CH:84]=[CH:83][CH:82]=[CH:81][CH:80]=2)[CH:71]=[CH:70][CH:69]=[CH:68][C:67]=1[CH2:72][N:73]1[CH2:78][CH2:77][NH:76][CH2:75][CH2:74]1.C([O-])([O-])=O.[Cs+].[Cs+]. The catalyst is C1(C)C=CC=CC=1.CC([O-])=O.CC([O-])=O.[Pd+2]. The product is [C:66]1([C:79]2[CH:84]=[CH:83][CH:82]=[CH:81][CH:80]=2)[CH:71]=[CH:70][CH:69]=[CH:68][C:67]=1[CH2:72][N:73]1[CH2:74][CH2:75][N:76]([C:2]2[CH:19]=[CH:18][C:5]([CH2:6][N:7]3[C:11]4[CH:12]=[CH:13][CH:14]=[CH:15][C:10]=4[N:9]([CH3:16])[C:8]3=[NH:17])=[CH:4][CH:3]=2)[CH2:77][CH2:78]1. The yield is 0.120. (4) The reactants are [CH3:1][O:2][C:3](=[O:16])[C:4]1[CH:9]=[C:8](Cl)[N:7]=[C:6]([NH:11][CH:12]([CH2:14][CH3:15])[CH3:13])[CH:5]=1.C(P(C(C)(C)C)C1C=CC=CC=1C1C=CC=CC=1)(C)(C)C.[Na].[S:39]1(=[O:46])(=[O:45])[CH2:44][CH2:43][CH2:42][CH2:41][NH:40]1. The catalyst is C1(C)C=CC=CC=1.C1C=CC(/C=C/C(/C=C/C2C=CC=CC=2)=O)=CC=1.C1C=CC(/C=C/C(/C=C/C2C=CC=CC=2)=O)=CC=1.C1C=CC(/C=C/C(/C=C/C2C=CC=CC=2)=O)=CC=1.[Pd].[Pd]. The product is [CH3:1][O:2][C:3](=[O:16])[C:4]1[CH:9]=[C:8]([N:40]2[CH2:41][CH2:42][CH2:43][CH2:44][S:39]2(=[O:46])=[O:45])[N:7]=[C:6]([NH:11][CH:12]([CH2:14][CH3:15])[CH3:13])[CH:5]=1. The yield is 0.380. (5) The reactants are FC([C:4]([O:10][C:11]([C:14]([C:17]([C:20](F)=[O:21])([F:19])[F:18])([F:16])[F:15])([F:13])[F:12])([C:6]([F:9])([F:8])[F:7])[F:5])=O.FC(F)(C(F)(F)C(F)=O)C(F)=[O:26].C(=O)([O-])[O-].[Na+].[Na+].C(=O)=O.S(=O)(=O)(O)O.[OH-].[Na+]. The catalyst is COCCOCCOC.O. The product is [C:6]([CH:4]([O:10][C:11]([C:14]([C:17]([C:20]([OH:26])=[O:21])([F:19])[F:18])([F:15])[F:16])([F:13])[F:12])[F:5])([F:9])([F:7])[F:8]. The yield is 0.950. (6) The reactants are CC([O-])(C)C.[K+].[CH3:7][O:8][C:9]1[CH:14]=[CH:13][C:12]([CH3:15])=[CH:11][CH:10]=1.[SiH:16]([CH2:21][CH3:22])([CH2:19][CH3:20])[CH2:17][CH3:18]. No catalyst specified. The product is [CH2:17]([Si:16]([CH2:21][CH3:22])([CH2:19][CH3:20])[C:10]1[CH:11]=[C:12]([CH3:15])[CH:13]=[CH:14][C:9]=1[O:8][CH3:7])[CH3:18]. The yield is 0.320.